From a dataset of Full USPTO retrosynthesis dataset with 1.9M reactions from patents (1976-2016). Predict the reactants needed to synthesize the given product. (1) Given the product [CH2:31]([O:30][P:28]([CH2:33][C:34]([NH:10][C:11]1[CH:16]=[CH:15][CH:14]=[CH:13][C:12]=1[NH:17][C:18](=[O:24])[O:19][C:20]([CH3:21])([CH3:23])[CH3:22])=[O:35])([O:27][CH2:25][CH3:26])=[O:29])[CH3:32], predict the reactants needed to synthesize it. The reactants are: CCN(C(C)C)C(C)C.[NH2:10][C:11]1[CH:16]=[CH:15][CH:14]=[CH:13][C:12]=1[NH:17][C:18](=[O:24])[O:19][C:20]([CH3:23])([CH3:22])[CH3:21].[CH2:25]([O:27][P:28]([CH2:33][C:34](O)=[O:35])([O:30][CH2:31][CH3:32])=[O:29])[CH3:26].CN(C(ON1N=NC2C=CC=NC1=2)=[N+](C)C)C.F[P-](F)(F)(F)(F)F. (2) The reactants are: [C:1]([O:5][C:6](=[O:12])[CH2:7][CH2:8][C:9]([OH:11])=O)([CH3:4])([CH3:3])[CH3:2].Cl.[NH2:14][C@H:15]([CH2:22][C:23]1[CH:28]=[CH:27][C:26]([Br:29])=[CH:25][CH:24]=1)[CH2:16][C:17]([O:19][CH2:20][CH3:21])=[O:18].CN(C(ON1N=NC2C=CC=NC1=2)=[N+](C)C)C.F[P-](F)(F)(F)(F)F. Given the product [Br:29][C:26]1[CH:25]=[CH:24][C:23]([CH2:22][C@@H:15]([NH:14][C:9](=[O:11])[CH2:8][CH2:7][C:6]([O:5][C:1]([CH3:2])([CH3:3])[CH3:4])=[O:12])[CH2:16][C:17]([O:19][CH2:20][CH3:21])=[O:18])=[CH:28][CH:27]=1, predict the reactants needed to synthesize it.